From a dataset of Reaction yield outcomes from USPTO patents with 853,638 reactions. Predict the reaction yield, written as a fraction of the theoretical maximum amount of product (1.0 means a 100% yield; for example, 0.34 means a 34% yield). (1) The reactants are C[C:2]1[NH:3][CH:4]=[CH:5][N:6]=1.[Br:7][CH2:8][CH3:9].[CH:10](O)(C)C. No catalyst specified. The product is [Br-:7].[CH2:8]([N+:6]1[CH:5]=[CH:4][N:3]([CH3:10])[CH:2]=1)[CH3:9]. The yield is 0.997. (2) The reactants are [C:1]([OH:10])(=[O:9])[C@@H:2]([C@H:4]([C:6]([OH:8])=[O:7])[OH:5])[OH:3].[N:11]1[C:20]2[C:15](=[CH:16][CH:17]=[CH:18][C:19]=2[NH:21][C:22]([C@@H:24]2[CH2:28][CH2:27][CH2:26][N:25]2[CH3:29])=[O:23])[CH:14]=[CH:13][CH:12]=1. The catalyst is CC(C)=O. The product is [C:6]([C@@H:4]([C@H:2]([C:1]([OH:10])=[O:9])[OH:3])[OH:5])([OH:8])=[O:7].[N:11]1[C:20]2[C:15](=[CH:16][CH:17]=[CH:18][C:19]=2[NH:21][C:22]([C@@H:24]2[CH2:28][CH2:27][CH2:26][N:25]2[CH3:29])=[O:23])[CH:14]=[CH:13][CH:12]=1. The yield is 0.980. (3) The reactants are [CH3:1][C:2]1([CH3:28])[CH2:11][C:10]2[C:5](=[C:6]3[CH2:19][C:18]([CH3:21])([CH3:20])[O:17][C:7]3=[C:8]([O:12]CC(C)=C)[CH:9]=2)[C:4]([C:22]2[CH:27]=[CH:26][CH:25]=[CH:24][CH:23]=2)=[N:3]1.CCC[CH2:32][CH2:33][CH3:34].[CH2:35](N(CC)C1C=CC=CC=1)C. No catalyst specified. The product is [CH3:1][C:2]1([CH3:28])[CH2:11][C:10]2[C:5](=[C:6]3[CH2:19][C:18]([CH3:21])([CH3:20])[O:17][C:7]3=[C:8]([OH:12])[C:9]=2[CH2:35][C:33]([CH3:32])=[CH2:34])[C:4]([C:22]2[CH:27]=[CH:26][CH:25]=[CH:24][CH:23]=2)=[N:3]1. The yield is 0.530. (4) The reactants are I[C:2]1[CH:7]=[CH:6][N:5]=[C:4]([N:8]2[C:16]3[C:11](=[CH:12][C:13]([CH2:17][N:18]([CH3:24])[C:19](=[O:23])[CH2:20][CH2:21][CH3:22])=[CH:14][CH:15]=3)[C:10]([C:25]([NH2:27])=[O:26])=[N:9]2)[CH:3]=1.[C:28]([C@:30]1([OH:37])[CH2:34][CH2:33][N:32]([CH3:35])[C:31]1=[O:36])#[CH:29]. No catalyst specified. The product is [OH:37][C@@:30]1([C:28]#[C:29][C:2]2[CH:7]=[CH:6][N:5]=[C:4]([N:8]3[C:16]4[C:11](=[CH:12][C:13]([CH2:17][N:18]([CH3:24])[C:19](=[O:23])[CH2:20][CH2:21][CH3:22])=[CH:14][CH:15]=4)[C:10]([C:25]([NH2:27])=[O:26])=[N:9]3)[CH:3]=2)[CH2:34][CH2:33][N:32]([CH3:35])[C:31]1=[O:36]. The yield is 0.130. (5) The reactants are [Cl:1][C:2]1[CH:7]=[CH:6][C:5]([C:8]2([OH:19])[CH2:13][CH2:12][NH:11][CH2:10][C:9]2([CH2:15][O:16][CH2:17][CH3:18])[CH3:14])=[CH:4][CH:3]=1.C([O-])([O-])=O.[K+].[K+].Br[CH2:27][CH2:28][CH:29]=[C:30]1[C:36]2[CH:37]=[CH:38][CH:39]=[N:40][C:35]=2[CH2:34][O:33][C:32]2[CH:41]=[CH:42][C:43]([C:45]([OH:48])([CH3:47])[CH3:46])=[CH:44][C:31]1=2. The catalyst is C(#N)C.O. The product is [Cl:1][C:2]1[CH:7]=[CH:6][C:5]([C:8]2([OH:19])[CH2:13][CH2:12][N:11]([CH2:27][CH2:28][CH:29]=[C:30]3[C:36]4[CH:37]=[CH:38][CH:39]=[N:40][C:35]=4[CH2:34][O:33][C:32]4[CH:41]=[CH:42][C:43]([C:45]([OH:48])([CH3:47])[CH3:46])=[CH:44][C:31]3=4)[CH2:10][C:9]2([CH2:15][O:16][CH2:17][CH3:18])[CH3:14])=[CH:4][CH:3]=1. The yield is 0.650. (6) The product is [C:20]([O:19][C:18]([NH:17][CH2:16][C:6]1[C:7]([CH2:12][CH:13]([CH3:15])[CH3:14])=[N:8][C:9]2[C:4]([C:5]=1[C:25]1[CH:26]=[CH:27][C:28]([CH3:31])=[CH:29][CH:30]=1)=[CH:3][C:2]([O:1][CH2:32][C:41]1[CH:42]=[C:43]([C:45]([O:47][CH2:48][CH3:49])=[O:46])[O:44][CH:40]=1)=[CH:11][CH:10]=2)=[O:24])([CH3:23])([CH3:21])[CH3:22]. The yield is 0.800. The reactants are [OH:1][C:2]1[CH:3]=[C:4]2[C:9](=[CH:10][CH:11]=1)[N:8]=[C:7]([CH2:12][CH:13]([CH3:15])[CH3:14])[C:6]([CH2:16][NH:17][C:18](=[O:24])[O:19][C:20]([CH3:23])([CH3:22])[CH3:21])=[C:5]2[C:25]1[CH:30]=[CH:29][C:28]([CH3:31])=[CH:27][CH:26]=1.[C:32](=O)([O-])[O-].[K+].[K+].ClC[C:40]1[O:44][C:43]([C:45]([O:47][CH2:48][CH3:49])=[O:46])=[CH:42][CH:41]=1.O. The catalyst is CN(C)C=O. (7) The reactants are [F:1][C:2]([F:16])([F:15])[C:3]1[CH:8]=[C:7]([C:9]([F:12])([F:11])[F:10])[CH:6]=[C:5]([NH2:13])[C:4]=1[NH2:14].[C:17]([O:21][C:22]([NH:24][CH2:25][C:26](O)=[O:27])=[O:23])([CH3:20])([CH3:19])[CH3:18].CN(C(ON1N=NC2C=CC=NC1=2)=[N+](C)C)C.F[P-](F)(F)(F)(F)F.C(N(CC)CC)C. The catalyst is ClCCl. The product is [NH2:14][C:4]1[C:3]([C:2]([F:15])([F:16])[F:1])=[CH:8][C:7]([C:9]([F:12])([F:11])[F:10])=[CH:6][C:5]=1[NH:13][C:26](=[O:27])[CH2:25][NH:24][C:22](=[O:23])[O:21][C:17]([CH3:18])([CH3:19])[CH3:20]. The yield is 0.617. (8) The reactants are [O:1]1[CH2:5][CH2:4][O:3][CH:2]1[C:6]1[CH:11]=[C:10](Br)[CH:9]=[CH:8][C:7]=1[O:13][CH3:14].C[Sn](C)(C)[C:17]1[CH:22]=[CH:21][N:20]=[CH:19][CH:18]=1. The catalyst is C1(C)C(C)=CC=CC=1.C1(C)C=CC=CC=1.Cl[Pd](Cl)([P](C1C=CC=CC=1)(C1C=CC=CC=1)C1C=CC=CC=1)[P](C1C=CC=CC=1)(C1C=CC=CC=1)C1C=CC=CC=1. The product is [O:1]1[CH2:5][CH2:4][O:3][CH:2]1[C:6]1[CH:11]=[C:10]([C:17]2[CH:22]=[CH:21][N:20]=[CH:19][CH:18]=2)[CH:9]=[CH:8][C:7]=1[O:13][CH3:14]. The yield is 0.700.